Dataset: Forward reaction prediction with 1.9M reactions from USPTO patents (1976-2016). Task: Predict the product of the given reaction. (1) Given the reactants [Br:1][C:2]1[CH:7]=[CH:6][CH:5]=[CH:4][C:3]=1[NH:8][C:9]([NH:11][C:12]1[CH:17]=[CH:16][C:15]([Cl:18])=[C:14]([S:19]([NH:22][CH2:23][CH:24]2[CH2:29][CH2:28][N:27](C(OC(C)(C)C)=O)[CH2:26][CH2:25]2)(=[O:21])=[O:20])[C:13]=1[OH:37])=[O:10], predict the reaction product. The product is: [ClH:18].[Br:1][C:2]1[CH:7]=[CH:6][CH:5]=[CH:4][C:3]=1[NH:8][C:9]([NH:11][C:12]1[CH:17]=[CH:16][C:15]([Cl:18])=[C:14]([S:19]([NH:22][CH2:23][CH:24]2[CH2:29][CH2:28][NH:27][CH2:26][CH2:25]2)(=[O:20])=[O:21])[C:13]=1[OH:37])=[O:10]. (2) Given the reactants [Cl:1][C:2]1[CH:3]=[C:4]2[C:8](=[CH:9][CH:10]=1)[NH:7][CH:6]=[C:5]2[CH:11]1[CH2:16][CH2:15][NH:14][CH2:13][CH2:12]1.[CH:17](=O)[C:18]1[CH:23]=[CH:22][CH:21]=[CH:20][CH:19]=1, predict the reaction product. The product is: [CH2:17]([N:14]1[CH2:15][CH2:16][CH:11]([C:5]2[C:4]3[C:8](=[CH:9][CH:10]=[C:2]([Cl:1])[CH:3]=3)[NH:7][CH:6]=2)[CH2:12][CH2:13]1)[C:18]1[CH:23]=[CH:22][CH:21]=[CH:20][CH:19]=1. (3) Given the reactants Br[CH2:2][C:3]1[CH:8]=[C:7]([F:9])[C:6]([F:10])=[CH:5][C:4]=1[F:11].[P:12]([O:19]CC)([O:16][CH2:17][CH3:18])[O:13][CH2:14][CH3:15], predict the reaction product. The product is: [F:11][C:4]1[CH:5]=[C:6]([F:10])[C:7]([F:9])=[CH:8][C:3]=1[CH2:2][P:12](=[O:19])([O:16][CH2:17][CH3:18])[O:13][CH2:14][CH3:15]. (4) The product is: [NH2:20][C:11]1[C:10]2[N:9]=[C:8]([CH2:21][CH2:22][O:23][CH3:24])[N:7]([CH2:6][CH2:5][O:4][CH2:3][CH2:2][N:31]([C:25]3[CH:30]=[CH:29][CH:28]=[CH:27][CH:26]=3)[C:32]([NH2:36])=[O:33])[C:19]=2[C:18]2[CH:17]=[CH:16][CH:15]=[CH:14][C:13]=2[N:12]=1. Given the reactants N[CH2:2][CH2:3][O:4][CH2:5][CH2:6][N:7]1[C:19]2[C:18]3[CH:17]=[CH:16][CH:15]=[CH:14][C:13]=3[N:12]=[C:11]([NH2:20])[C:10]=2[N:9]=[C:8]1[CH2:21][CH2:22][O:23][CH3:24].[C:25]1([N:31]=[C:32]=[O:33])[CH:30]=[CH:29][CH:28]=[CH:27][CH:26]=1.CC[N:36](CC)CC, predict the reaction product.